From a dataset of Full USPTO retrosynthesis dataset with 1.9M reactions from patents (1976-2016). Predict the reactants needed to synthesize the given product. (1) The reactants are: C([O:3][C:4](=[O:36])[C:5]([CH3:35])([O:7][C:8]1[CH:13]=[CH:12][C:11]([O:14][CH:15]([C:17]2[S:21][C:20]([C:22]3[CH:27]=[CH:26][C:25]([C:28]([F:31])([F:30])[F:29])=[C:24]([F:32])[CH:23]=3)=[N:19][C:18]=2[CH3:33])[CH3:16])=[CH:10][C:9]=1[CH3:34])[CH3:6])C.[OH-].[Na+]. Given the product [CH3:6][C:5]([O:7][C:8]1[CH:13]=[CH:12][C:11]([O:14][CH:15]([C:17]2[S:21][C:20]([C:22]3[CH:27]=[CH:26][C:25]([C:28]([F:30])([F:31])[F:29])=[C:24]([F:32])[CH:23]=3)=[N:19][C:18]=2[CH3:33])[CH3:16])=[CH:10][C:9]=1[CH3:34])([CH3:35])[C:4]([OH:36])=[O:3], predict the reactants needed to synthesize it. (2) Given the product [OH:25][CH2:24][CH2:23][CH2:22][C@@:13]1([C:16]2[CH:21]=[CH:20][CH:19]=[CH:18][CH:17]=2)[O:12][C:11](=[O:26])[N:10]([C@H:8]([C:5]2[CH:6]=[CH:7][C:2]([C:28]3[CH:29]=[CH:30][CH:31]=[CH:32][N:27]=3)=[CH:3][CH:4]=2)[CH3:9])[CH2:15][CH2:14]1, predict the reactants needed to synthesize it. The reactants are: Br[C:2]1[CH:7]=[CH:6][C:5]([C@@H:8]([N:10]2[CH2:15][CH2:14][C@:13]([CH2:22][CH2:23][CH2:24][OH:25])([C:16]3[CH:21]=[CH:20][CH:19]=[CH:18][CH:17]=3)[O:12][C:11]2=[O:26])[CH3:9])=[CH:4][CH:3]=1.[N:27]1[CH:32]=[CH:31][CH:30]=[CH:29][C:28]=1B(O)O. (3) Given the product [ClH:21].[ClH:21].[N:1]1([C@@H:7]2[CH2:8][CH2:9][C@H:10]([NH2:13])[CH2:11][CH2:12]2)[CH2:6][CH2:5][CH2:4][CH2:3][CH2:2]1, predict the reactants needed to synthesize it. The reactants are: [N:1]1([C@@H:7]2[CH2:12][CH2:11][C@H:10]([NH:13]C(=O)OC(C)(C)C)[CH2:9][CH2:8]2)[CH2:6][CH2:5][CH2:4][CH2:3][CH2:2]1.[ClH:21]. (4) Given the product [F:1][C:2]1[CH:3]=[CH:4][C:5]([CH:8]2[N:12]([S:13]([C:16]3[CH:17]=[CH:18][C:19]([CH3:22])=[CH:20][CH:21]=3)(=[O:15])=[O:14])[CH:11]([CH2:23][CH2:24][C:25]3[O:26][CH:39]=[N:38][CH:37]=3)[CH2:10][CH2:9]2)=[CH:6][CH:7]=1, predict the reactants needed to synthesize it. The reactants are: [F:1][C:2]1[CH:7]=[CH:6][C:5]([C@H:8]2[N:12]([S:13]([C:16]3[CH:21]=[CH:20][C:19]([CH3:22])=[CH:18][CH:17]=3)(=[O:15])=[O:14])[CH:11]([CH2:23][CH2:24][CH:25]=[O:26])[CH2:10][CH2:9]2)=[CH:4][CH:3]=1.S([CH2:37][N:38]=[C:39]=O)(C1C=CC(C)=CC=1)(=O)=O.C(=O)([O-])[O-].[K+].[K+]. (5) Given the product [N:1]1([C:18]([O:19][CH2:20][C:21]2[CH:26]=[CH:25][CH:24]=[CH:23][CH:22]=2)=[O:27])[CH2:6][CH2:5][CH2:4][CH:3]([C:7]([O:9][CH2:10][CH3:11])=[O:8])[CH2:2]1, predict the reactants needed to synthesize it. The reactants are: [NH:1]1[CH2:6][CH2:5][CH2:4][CH:3]([C:7]([O:9][CH2:10][CH3:11])=[O:8])[CH2:2]1.C([O-])([O-])=O.[Na+].[Na+].[C:18](Cl)(=[O:27])[O:19][CH2:20][C:21]1[CH:26]=[CH:25][CH:24]=[CH:23][CH:22]=1. (6) Given the product [CH2:1]([N:8]1[CH:13]([CH3:14])[CH2:12][O:11][C@H:10]([CH2:15][OH:16])[CH2:9]1)[C:2]1[CH:3]=[CH:4][CH:5]=[CH:6][CH:7]=1, predict the reactants needed to synthesize it. The reactants are: [CH2:1]([N:8]1[CH:13]([CH3:14])[CH2:12][O:11][C@@H:10]([CH2:15][OH:16])[C:9]1=O)[C:2]1[CH:7]=[CH:6][CH:5]=[CH:4][CH:3]=1.[H-].[H-].[H-].[H-].[Li+].[Al+3].